Dataset: Full USPTO retrosynthesis dataset with 1.9M reactions from patents (1976-2016). Task: Predict the reactants needed to synthesize the given product. (1) Given the product [CH3:11][C:10]1[C:3]2[C:2]([S:13][CH2:14][C:15]([O:17][CH3:18])=[O:16])=[N:7][CH:6]=[N:5][C:4]=2[O:8][C:9]=1[CH3:12], predict the reactants needed to synthesize it. The reactants are: Cl[C:2]1[C:3]2[C:10]([CH3:11])=[C:9]([CH3:12])[O:8][C:4]=2[N:5]=[CH:6][N:7]=1.[SH:13][CH2:14][C:15]([O:17][CH3:18])=[O:16]. (2) Given the product [C:5]([C:4]1[CH:8]=[CH:9][C:10]([C:11]2[CH:20]=[CH:19][C:18]3[C:13](=[CH:14][CH:15]=[C:16]([OH:21])[CH:17]=3)[N+:12]=2[O-:30])=[C:2]([Cl:1])[CH:3]=1)([OH:7])=[O:6], predict the reactants needed to synthesize it. The reactants are: [Cl:1][C:2]1[CH:3]=[C:4]([CH:8]=[CH:9][C:10]=1[C:11]1[CH:20]=[CH:19][C:18]2[C:13](=[CH:14][CH:15]=[C:16]([OH:21])[CH:17]=2)[N:12]=1)[C:5]([OH:7])=[O:6].ClC1C=CC=C(C(OO)=[O:30])C=1.